This data is from Forward reaction prediction with 1.9M reactions from USPTO patents (1976-2016). The task is: Predict the product of the given reaction. (1) Given the reactants C([O:3][C:4](=[O:33])[C:5]([O:8][C:9]1[CH:14]=[CH:13][C:12]([CH2:15][C:16]([C:18]2[C:23]([O:24][CH3:25])=[CH:22][CH:21]=[C:20]([C:26]3[S:27][CH:28]=[CH:29][CH:30]=3)[C:19]=2[O:31][CH3:32])=[O:17])=[CH:11][CH:10]=1)([CH3:7])[CH3:6])C.C1COCC1.CCO.Cl, predict the reaction product. The product is: [CH3:32][O:31][C:19]1[C:20]([C:26]2[S:27][CH:28]=[CH:29][CH:30]=2)=[CH:21][CH:22]=[C:23]([O:24][CH3:25])[C:18]=1[C:16](=[O:17])[CH2:15][C:12]1[CH:11]=[CH:10][C:9]([O:8][C:5]([CH3:6])([CH3:7])[C:4]([OH:33])=[O:3])=[CH:14][CH:13]=1. (2) Given the reactants [C:1]1([CH:7]([C:31]2[CH:36]=[CH:35][CH:34]=[CH:33][CH:32]=2)[N:8]2[C:16]3[C:11](=[CH:12][CH:13]=[CH:14][CH:15]=3)[C:10](O)([C:17]3[C:27]([OH:28])=[CH:26][C:20]4[O:21][CH2:22][CH2:23][CH2:24][O:25][C:19]=4[CH:18]=3)[C:9]2=[O:30])[CH:6]=[CH:5][CH:4]=[CH:3][CH:2]=1.ClC1C=CC=C2C=1C(O)(C1C(O)=CC3OCCC=3C=1)C(=O)N2C(C1C=CC=CC=1)C1C=CC=CC=1, predict the reaction product. The product is: [C:31]1([CH:7]([C:1]2[CH:2]=[CH:3][CH:4]=[CH:5][CH:6]=2)[N:8]2[C:16]3[C:11](=[CH:12][CH:13]=[CH:14][CH:15]=3)[CH:10]([C:17]3[C:27]([OH:28])=[CH:26][C:20]4[O:21][CH2:22][CH2:23][CH2:24][O:25][C:19]=4[CH:18]=3)[C:9]2=[O:30])[CH:32]=[CH:33][CH:34]=[CH:35][CH:36]=1. (3) Given the reactants [Cl:1][C:2]1[N:7]=[C:6]([C@:8]([NH:16][S@@:17]([C:19]([CH3:22])([CH3:21])[CH3:20])=[O:18])([CH3:15])[CH2:9][C:10](OCC)=[O:11])[C:5]([F:23])=[CH:4][CH:3]=1.[BH4-].[Li+].CCO.[NH4+].[Cl-], predict the reaction product. The product is: [Cl:1][C:2]1[N:7]=[C:6]([C@@:8]([NH:16][S@@:17]([C:19]([CH3:22])([CH3:21])[CH3:20])=[O:18])([CH2:9][CH2:10][OH:11])[CH3:15])[C:5]([F:23])=[CH:4][CH:3]=1. (4) Given the reactants [Cr](O[Cr]([O-])(=O)=O)([O-])(=O)=O.[NH+]1C=CC=CC=1.[NH+]1C=CC=CC=1.[F:22][C:23]1[CH:28]=[C:27]([F:29])[CH:26]=[CH:25][C:24]=1[N:30]1[C:38]2[CH:37]3[CH2:39][CH:34]([CH2:35][CH2:36]3)[C:33]=2[C:32]([CH2:40][OH:41])=[N:31]1.C(OCC)(=O)C, predict the reaction product. The product is: [F:22][C:23]1[CH:28]=[C:27]([F:29])[CH:26]=[CH:25][C:24]=1[N:30]1[N:31]=[C:32]([CH:40]=[O:41])[C:33]2[CH:34]3[CH2:39][CH:37]([CH2:36][CH2:35]3)[C:38]1=2.